From a dataset of Reaction yield outcomes from USPTO patents with 853,638 reactions. Predict the reaction yield, written as a fraction of the theoretical maximum amount of product (1.0 means a 100% yield; for example, 0.34 means a 34% yield). (1) The product is [CH3:24][C:20]1[CH:21]=[CH:22][CH:23]=[C:18]([N+:15]([O-:17])=[O:16])[C:19]=1[CH2:2][C:1]([OH:8])=[O:7]. The catalyst is CCOCC. The reactants are [C:1]([O:8]CC)(=[O:7])[C:2](OCC)=O.[O-]CC.[K+].[N+:15]([C:18]1[CH:23]=[CH:22][CH:21]=[C:20]([CH3:24])[C:19]=1C)([O-:17])=[O:16]. The yield is 0.450. (2) The yield is 1.00. The reactants are [CH2:1]([O:3][C:4]([C:6]1([C:12]2[CH:17]=[CH:16][CH:15]=[CH:14][CH:13]=2)[CH2:11][CH2:10][NH:9][CH2:8][CH2:7]1)=[O:5])[CH3:2].Cl. The catalyst is CCO.[Pt].O=[Pt]=O. The product is [CH2:1]([O:3][C:4]([C:6]1([CH:12]2[CH2:17][CH2:16][CH2:15][CH2:14][CH2:13]2)[CH2:7][CH2:8][NH:9][CH2:10][CH2:11]1)=[O:5])[CH3:2]. (3) The reactants are [F:1][C:2]1[CH:7]=[CH:6][C:5]([C:8]2[N:9]=[C:10]3[C:15]([CH:16]=[CH2:17])=[N:14][CH:13]=[CH:12][N:11]3[CH:18]=2)=[CH:4][CH:3]=1.[C:19](O[C:19]([O:21][C:22]([CH3:25])([CH3:24])[CH3:23])=[O:20])([O:21][C:22]([CH3:25])([CH3:24])[CH3:23])=[O:20].[OH-].[NH4+:35]. The catalyst is O1CCOCC1. The product is [C:22]([O:21][C:19](=[O:20])[NH:35][CH2:17][CH2:16][C:15]1[C:10]2[N:11]([CH:18]=[C:8]([C:5]3[CH:4]=[CH:3][C:2]([F:1])=[CH:7][CH:6]=3)[N:9]=2)[CH:12]=[CH:13][N:14]=1)([CH3:25])([CH3:24])[CH3:23]. The yield is 0.290.